From a dataset of Reaction yield outcomes from USPTO patents with 853,638 reactions. Predict the reaction yield, written as a fraction of the theoretical maximum amount of product (1.0 means a 100% yield; for example, 0.34 means a 34% yield). (1) The reactants are [CH3:1][N:2]([S:28]([C:31]1[S:32][CH:33]=[CH:34][CH:35]=1)(=[O:30])=[O:29])[C:3]1[CH:4]=[CH:5][CH:6]=[C:7]2[C:11]=1[NH:10][C:9]([C:12]1[S:13][C:14]([CH2:17][N:18]3[CH2:23][CH2:22][N:21]([CH2:24][C:25](O)=[O:26])[CH2:20][CH2:19]3)=[CH:15][N:16]=1)=[CH:8]2.[N:36]1(O)[C:40]2C=CC=CC=2N=N1.Cl.CN(C)CCCN=C=NCC.CN.C(=O)([O-])O.[Na+]. The catalyst is CN(C)C=O.C1COCC1. The product is [CH3:40][NH:36][C:25](=[O:26])[CH2:24][N:21]1[CH2:20][CH2:19][N:18]([CH2:17][C:14]2[S:13][C:12]([C:9]3[NH:10][C:11]4[C:7]([CH:8]=3)=[CH:6][CH:5]=[CH:4][C:3]=4[N:2]([CH3:1])[S:28]([C:31]3[S:32][CH:33]=[CH:34][CH:35]=3)(=[O:30])=[O:29])=[N:16][CH:15]=2)[CH2:23][CH2:22]1. The yield is 0.670. (2) The reactants are [Cl:1][C:2]1[CH:3]=[C:4]([NH:14][CH:15]2[CH2:20][CH2:19][O:18][CH2:17][CH2:16]2)[C:5]([O:12][CH3:13])=[C:6]([CH:11]=1)[C:7]([O:9][CH3:10])=[O:8].C=O.[C:23](O)(=O)C.C(O[BH-](OC(=O)C)OC(=O)C)(=O)C.[Na+].C([O-])(O)=O.[Na+]. The catalyst is ClCCCl.O. The product is [Cl:1][C:2]1[CH:3]=[C:4]([N:14]([CH3:23])[CH:15]2[CH2:20][CH2:19][O:18][CH2:17][CH2:16]2)[C:5]([O:12][CH3:13])=[C:6]([CH:11]=1)[C:7]([O:9][CH3:10])=[O:8]. The yield is 0.820. (3) The reactants are B1([C:10]2[CH:15]=[CH:14][C:13]([CH2:16][N:17]3[CH2:22][CH2:21][O:20][CH2:19][CH2:18]3)=[CH:12][CH:11]=2)OC(C)(C)C(C)(C)O1.I[C:24]1[CH:37]=[N:36][C:27]2[NH:28][C:29]3[CH:34]=[N:33][C:32]([Br:35])=[CH:31][C:30]=3[C:26]=2[CH:25]=1. The catalyst is C(=O)([O-])[O-].[Na+].[Na+].CC1CCCO1.C(OCC)(=O)C. The product is [Br:35][C:32]1[N:33]=[CH:34][C:29]2[NH:28][C:27]3[N:36]=[CH:37][C:24]([C:10]4[CH:11]=[CH:12][C:13]([CH2:16][N:17]5[CH2:18][CH2:19][O:20][CH2:21][CH2:22]5)=[CH:14][CH:15]=4)=[CH:25][C:26]=3[C:30]=2[CH:31]=1. The yield is 0.300. (4) The reactants are [Br:1][C:2]1[CH:7]=[C:6]([Cl:8])[CH:5]=[C:4]([Cl:9])[C:3]=1[OH:10].C(=O)([O-])[O-].[K+].[K+].Cl[C:18]1[N:22]([CH3:23])[C:21]2[C:24]([CH:29]([CH2:32][CH3:33])[CH2:30][CH3:31])=[CH:25][CH:26]=[C:27]([Cl:28])[C:20]=2[N:19]=1. The catalyst is CN(C)C=O.O. The product is [Br:1][C:2]1[CH:7]=[C:6]([Cl:8])[CH:5]=[C:4]([Cl:9])[C:3]=1[O:10][C:18]1[N:22]([CH3:23])[C:21]2[C:24]([CH:29]([CH2:32][CH3:33])[CH2:30][CH3:31])=[CH:25][CH:26]=[C:27]([Cl:28])[C:20]=2[N:19]=1. The yield is 0.230. (5) The reactants are [C:1]([O:5][C:6]([N:8]1[CH2:12][CH:11]([OH:13])[CH2:10][N:9]1[C:14]([O:16][CH2:17][C:18]1[CH:23]=[CH:22][CH:21]=[CH:20][CH:19]=1)=[O:15])=[O:7])([CH3:4])([CH3:3])[CH3:2].[CH3:24][C:25]([CH3:30])([CH3:29])[C:26](Cl)=[O:27].ClCCl. The catalyst is N1C=CC=CC=1.CN(C)C1C=CN=CC=1. The product is [C:1]([O:5][C:6]([N:8]1[CH2:12][CH:11]([O:13][C:26](=[O:27])[C:25]([CH3:30])([CH3:29])[CH3:24])[CH2:10][N:9]1[C:14]([O:16][CH2:17][C:18]1[CH:23]=[CH:22][CH:21]=[CH:20][CH:19]=1)=[O:15])=[O:7])([CH3:4])([CH3:2])[CH3:3]. The yield is 0.980. (6) The reactants are [NH2:1][C:2]1[C:3]([F:21])=[C:4]([F:20])[C:5]([F:19])=[C:6]([CH:18]=1)[O:7][C:8]1[CH:13]=[CH:12][N:11]=[C:10]([NH2:14])[C:9]=1[N+:15]([O-:17])=[O:16].[F:22][C:23]([F:35])([F:34])[O:24][C:25]1[CH:26]=[C:27]([CH:31]=[CH:32][CH:33]=1)[C:28](Cl)=[O:29]. No catalyst specified. The product is [NH2:14][C:10]1[C:9]([N+:15]([O-:17])=[O:16])=[C:8]([O:7][C:6]2[C:5]([F:19])=[C:4]([F:20])[C:3]([F:21])=[C:2]([NH:1][C:28](=[O:29])[C:27]3[CH:31]=[CH:32][CH:33]=[C:25]([O:24][C:23]([F:22])([F:34])[F:35])[CH:26]=3)[CH:18]=2)[CH:13]=[CH:12][N:11]=1. The yield is 0.570.